Predict the product of the given reaction. From a dataset of Forward reaction prediction with 1.9M reactions from USPTO patents (1976-2016). (1) Given the reactants [Si:1]([O:8][CH:9]1[CH2:14][CH2:13][NH:12][CH2:11][CH2:10]1)([C:4]([CH3:7])([CH3:6])[CH3:5])([CH3:3])[CH3:2].C(=O)([O-])[O-].[Cs+].[Cs+].C1(P(C2CCCCC2)C2C=CC=CC=2C2C(C(C)C)=CC(C(C)C)=CC=2C(C)C)CCCCC1.[CH2:55]([O:62][C:63]1[CH:90]=[CH:89][C:88](Br)=[CH:87][C:64]=1[C:65]([NH:67][C:68]1[CH:80]=[C:79]([C:81]2[CH:86]=[CH:85][CH:84]=[CH:83][CH:82]=2)[CH:78]=[CH:77][C:69]=1[C:70]([O:72][C:73]([CH3:76])([CH3:75])[CH3:74])=[O:71])=[O:66])[C:56]1[CH:61]=[CH:60][CH:59]=[CH:58][CH:57]=1, predict the reaction product. The product is: [CH2:55]([O:62][C:63]1[CH:90]=[CH:89][C:88]([N:12]2[CH2:11][CH2:10][CH:9]([O:8][Si:1]([C:4]([CH3:7])([CH3:6])[CH3:5])([CH3:3])[CH3:2])[CH2:14][CH2:13]2)=[CH:87][C:64]=1[C:65]([NH:67][C:68]1[CH:80]=[C:79]([C:81]2[CH:86]=[CH:85][CH:84]=[CH:83][CH:82]=2)[CH:78]=[CH:77][C:69]=1[C:70]([O:72][C:73]([CH3:76])([CH3:75])[CH3:74])=[O:71])=[O:66])[C:56]1[CH:57]=[CH:58][CH:59]=[CH:60][CH:61]=1. (2) Given the reactants C(OC(=O)[NH:7][CH2:8][C:9]1[CH:14]=[CH:13][C:12]([C:15]2[CH:20]=[CH:19][CH:18]=[CH:17][C:16]=2[O:21][CH2:22][CH3:23])=[C:11]([NH:24][C:25]([C:27]2[C:36](=[O:37])[C:35]3[C:30](=[CH:31][CH:32]=[CH:33][CH:34]=3)[NH:29][CH:28]=2)=[O:26])[CH:10]=1)(C)(C)C, predict the reaction product. The product is: [NH2:7][CH2:8][C:9]1[CH:14]=[CH:13][C:12]([C:15]2[CH:20]=[CH:19][CH:18]=[CH:17][C:16]=2[O:21][CH2:22][CH3:23])=[C:11]([NH:24][C:25]([C:27]2[C:36](=[O:37])[C:35]3[C:30](=[CH:31][CH:32]=[CH:33][CH:34]=3)[NH:29][CH:28]=2)=[O:26])[CH:10]=1.